From a dataset of Full USPTO retrosynthesis dataset with 1.9M reactions from patents (1976-2016). Predict the reactants needed to synthesize the given product. (1) Given the product [ClH:4].[C:2]([C:8]1[CH:7]=[C:8]2[C:7](=[CH:10][CH:9]=1)[CH2:5][NH:6][CH2:10][CH2:9]2)#[N:3], predict the reactants needed to synthesize it. The reactants are: [Cu][C:2]#[N:3].[ClH:4].[CH3:5][N:6]1[CH2:10][CH2:9][CH2:8][C:7]1=O. (2) Given the product [Cl:1][C:2]1[CH:11]=[C:10]2[C:5]([CH:6]=[C:7]([C:13]3[C:14]([F:21])=[CH:15][C:16]([F:20])=[C:17]([NH:18][C:22](=[O:23])[O:24][C:25]([CH3:28])([CH3:27])[CH3:26])[CH:19]=3)[C:8]([CH3:12])=[N:9]2)=[CH:4][N:3]=1, predict the reactants needed to synthesize it. The reactants are: [Cl:1][C:2]1[CH:11]=[C:10]2[C:5]([CH:6]=[C:7]([C:13]3[C:14]([F:21])=[CH:15][C:16]([F:20])=[C:17]([CH:19]=3)[NH2:18])[C:8]([CH3:12])=[N:9]2)=[CH:4][N:3]=1.[C:22](O[C:22]([O:24][C:25]([CH3:28])([CH3:27])[CH3:26])=[O:23])([O:24][C:25]([CH3:28])([CH3:27])[CH3:26])=[O:23]. (3) Given the product [Cl:27][C:20]1[CH:21]=[CH:22][CH:23]=[CH:24][C:19]=1[CH:15]([O:12][C:11]([NH:10][C:14]1[C:15]([C:19]2[CH:20]=[CH:21][C:22]([CH2:25][O:36][C:35]([NH:28][CH2:29][CH2:30][C:31]([O:33][CH3:34])=[O:32])=[O:38])=[CH:23][CH:24]=2)=[N:16][O:17][CH:18]=1)=[O:13])[CH3:14], predict the reactants needed to synthesize it. The reactants are: ClC1C=CC=CC=1C([N:10]([C:14]1[C:15]([C:19]2[CH:24]=[CH:23][C:22]([CH2:25]Cl)=[CH:21][CH:20]=2)=[N:16][O:17][CH:18]=1)[C:11](=[O:13])[O-:12])C.[ClH:27].[NH2:28][CH2:29][CH2:30][C:31]([O:33][CH3:34])=[O:32].[C:35](=[O:38])([O-])[O-:36].[K+].[K+].Cl. (4) Given the product [ClH:19].[CH2:66]([O:65][P:63]([CH2:68][C:69]1[CH:70]=[CH:71][C:72]([C:73]([NH:57][C:53]2[CH:54]=[CH:55][CH:56]=[C:51]([C:42]3[C:43]4[C:38](=[CH:37][C:36]([O:35][CH2:33][CH3:34])=[C:45]5[O:46][C:47]([CH3:50])([CH3:49])[CH2:48][C:44]5=4)[CH2:39][C:40]([CH3:58])([CH3:59])[N:41]=3)[CH:52]=2)=[O:74])=[CH:76][CH:77]=1)(=[O:64])[O:62][CH2:60][CH3:61])[CH3:67], predict the reactants needed to synthesize it. The reactants are: O.ON1C2C=CC=CC=2N=N1.C(N(CC)CC)C.[ClH:19].C(N=C=NCCCN(C)C)C.Cl.Cl.[CH2:33]([O:35][C:36]1[CH:37]=[C:38]2[C:43](=[C:44]3[CH2:48][C:47]([CH3:50])([CH3:49])[O:46][C:45]=13)[C:42]([C:51]1[CH:52]=[C:53]([NH2:57])[CH:54]=[CH:55][CH:56]=1)=[N:41][C:40]([CH3:59])([CH3:58])[CH2:39]2)[CH3:34].[CH2:60]([O:62][P:63]([CH2:68][C:69]1[CH:77]=[CH:76][C:72]([C:73](O)=[O:74])=[CH:71][CH:70]=1)([O:65][CH2:66][CH3:67])=[O:64])[CH3:61]. (5) Given the product [Cl:31][C:32]1[CH:37]=[CH:36][C:35]([CH:1]([OH:2])[C:3]2[N:4]=[C:5]([C:21]3[CH:26]=[CH:25][N:24]=[C:23]([NH:27][C:28](=[O:30])[CH3:29])[CH:22]=3)[S:6][C:7]=2[C:8]2[N:9]([CH2:13][O:14][CH2:15][CH2:16][Si:17]([CH3:20])([CH3:19])[CH3:18])[CH:10]=[CH:11][N:12]=2)=[CH:34][CH:33]=1, predict the reactants needed to synthesize it. The reactants are: [CH:1]([C:3]1[N:4]=[C:5]([C:21]2[CH:26]=[CH:25][N:24]=[C:23]([NH:27][C:28](=[O:30])[CH3:29])[CH:22]=2)[S:6][C:7]=1[C:8]1[N:9]([CH2:13][O:14][CH2:15][CH2:16][Si:17]([CH3:20])([CH3:19])[CH3:18])[CH:10]=[CH:11][N:12]=1)=[O:2].[Cl:31][C:32]1[CH:37]=[CH:36][C:35]([Mg]Br)=[CH:34][CH:33]=1.CCOCC. (6) Given the product [F:55][C:52]1[C:53]([F:54])=[C:45]([N:42]2[CH:36]=[C:35]([CH2:34][NH:33][C:31]([NH:30][C@@:15]([C:4]3[CH:5]=[C:6]([O:8][C:9]([F:14])([F:13])[CH:10]([F:12])[F:11])[CH:7]=[C:2]([F:1])[CH:3]=3)([C:23]3[CH:24]=[CH:25][C:26]([F:29])=[CH:27][CH:28]=3)[CH2:16][C:17]3[CH:18]=[CH:19][CH:20]=[CH:21][CH:22]=3)=[O:32])[N:44]=[N:43]2)[C:46]([F:57])=[C:47]([F:56])[C:48]=1[C:49]([OH:51])=[O:50], predict the reactants needed to synthesize it. The reactants are: [F:1][C:2]1[CH:3]=[C:4]([C@:15]([NH:30][C:31]([NH:33][CH2:34][C:35]#[CH:36])=[O:32])([C:23]2[CH:28]=[CH:27][C:26]([F:29])=[CH:25][CH:24]=2)[CH2:16][C:17]2[CH:22]=[CH:21][CH:20]=[CH:19][CH:18]=2)[CH:5]=[C:6]([O:8][C:9]([F:14])([F:13])[CH:10]([F:12])[F:11])[CH:7]=1.C(O)(C)(C)C.[N:42]([C:45]1[C:53]([F:54])=[C:52]([F:55])[C:48]([C:49]([OH:51])=[O:50])=[C:47]([F:56])[C:46]=1[F:57])=[N+:43]=[N-:44].O=C1O[C@H]([C@H](CO)O)C([O-])=C1O.[Na+]. (7) The reactants are: Br[C:2]1[CH:3]=[C:4]2[C:9](=[CH:10][CH:11]=1)[C:8]([O:12][S:13]([C:16]([F:19])([F:18])[F:17])(=[O:15])=[O:14])=[C:7]([C:20](=[O:26])[C:21]([O:23][CH2:24][CH3:25])=[O:22])[C:6]([CH3:27])=[CH:5]2.O[CH:29]([C:35]1C2C(C3C=CC=CC=3C=1O)=CC=CC=2)[C:30](OCC)=O. Given the product [O:26]=[C:20]([C:7]1[C:6]2[C:5]([C:4]3[CH:3]=[CH:2][CH:11]=[CH:10][C:9]=3[C:8]=1[O:12][S:13]([C:16]([F:17])([F:19])[F:18])(=[O:15])=[O:14])=[CH:35][CH:29]=[CH:30][CH:27]=2)[C:21]([O:23][CH2:24][CH3:25])=[O:22], predict the reactants needed to synthesize it. (8) The reactants are: [NH:1]1[CH2:5][CH2:4][CH2:3][CH2:2]1.Cl[CH2:7][CH2:8][CH2:9][OH:10].C(=O)([O-])[O-].[K+].[K+]. Given the product [N:1]1([CH2:7][CH2:8][CH2:9][OH:10])[CH2:5][CH2:4][CH2:3][CH2:2]1, predict the reactants needed to synthesize it. (9) Given the product [F:19][C:3]1[C:2]([C:30]#[C:29][C:27]([C:24]2[N:25]=[CH:26][C:21]([F:20])=[CH:22][N:23]=2)([OH:31])[CH3:28])=[CH:18][C:6]2[C:7]3[N:8]([CH:12]=[C:13]([C:15]([NH2:17])=[O:16])[N:14]=3)[CH2:9][CH2:10][O:11][C:5]=2[CH:4]=1, predict the reactants needed to synthesize it. The reactants are: Br[C:2]1[C:3]([F:19])=[CH:4][C:5]2[O:11][CH2:10][CH2:9][N:8]3[CH:12]=[C:13]([C:15]([NH2:17])=[O:16])[N:14]=[C:7]3[C:6]=2[CH:18]=1.[F:20][C:21]1[CH:22]=[N:23][C:24]([C:27]([OH:31])([C:29]#[CH:30])[CH3:28])=[N:25][CH:26]=1.